Dataset: Catalyst prediction with 721,799 reactions and 888 catalyst types from USPTO. Task: Predict which catalyst facilitates the given reaction. (1) Reactant: [NH2:1][C:2]1[CH:7]=[CH:6][C:5]([N:8]([CH2:16][CH3:17])C(=O)OC(C)(C)C)=[CH:4][C:3]=1[N+:18]([O-:20])=[O:19].Cl. Product: [CH2:16]([NH:8][C:5]1[CH:6]=[CH:7][C:2]([NH2:1])=[C:3]([N+:18]([O-:20])=[O:19])[CH:4]=1)[CH3:17]. The catalyst class is: 12. (2) Reactant: C[O:2][C:3]1[CH:21]=[CH:20][C:6]([N:7]([C:14]2[CH:19]=[CH:18][CH:17]=[CH:16][CH:15]=2)[C:8]2[CH:13]=[CH:12][CH:11]=[CH:10][CH:9]=2)=[CH:5][CH:4]=1.B(Br)(Br)Br.CO.O. Product: [C:8]1([N:7]([C:14]2[CH:19]=[CH:18][CH:17]=[CH:16][CH:15]=2)[C:6]2[CH:20]=[CH:21][C:3]([OH:2])=[CH:4][CH:5]=2)[CH:13]=[CH:12][CH:11]=[CH:10][CH:9]=1. The catalyst class is: 2. (3) The catalyst class is: 451. Reactant: [N-:1]=[N+:2]=[N-:3].[Na+].Cl.C(N(CC)CC)C.[F:13][C:14]([F:52])([F:51])[C:15]1[CH:16]=[C:17]([CH:44]=[C:45]([C:47]([F:50])([F:49])[F:48])[CH:46]=1)[CH2:18][N:19]([C:42]#[N:43])[CH:20]1[CH2:26][CH2:25][CH2:24][N:23]([C:27]([O:29][CH:30]([CH3:32])[CH3:31])=[O:28])[C:22]2[C:33]([CH3:41])=[C:34]([C:37]([F:40])([F:39])[F:38])[CH:35]=[CH:36][C:21]1=2.Cl. Product: [F:50][C:47]([F:48])([F:49])[C:45]1[CH:44]=[C:17]([CH:16]=[C:15]([C:14]([F:52])([F:51])[F:13])[CH:46]=1)[CH2:18][N:19]([C:42]1[NH:43][N:3]=[N:2][N:1]=1)[CH:20]1[CH2:26][CH2:25][CH2:24][N:23]([C:27]([O:29][CH:30]([CH3:32])[CH3:31])=[O:28])[C:22]2[C:33]([CH3:41])=[C:34]([C:37]([F:38])([F:39])[F:40])[CH:35]=[CH:36][C:21]1=2. (4) Reactant: [CH3:1][S:2]([C:5]1[CH:26]=[CH:25][C:8]([O:9][C:10]2[CH:11]=[C:12]([O:20][CH2:21][CH2:22][O:23][CH3:24])[C:13]([NH:16][C:17]([NH2:19])=[S:18])=[N:14][CH:15]=2)=[CH:7][CH:6]=1)(=[O:4])=[O:3].Cl[CH2:28][CH:29]=O. Product: [CH3:1][S:2]([C:5]1[CH:26]=[CH:25][C:8]([O:9][C:10]2[CH:11]=[C:12]([O:20][CH2:21][CH2:22][O:23][CH3:24])[C:13]([NH:16][C:17]3[S:18][CH:28]=[CH:29][N:19]=3)=[N:14][CH:15]=2)=[CH:7][CH:6]=1)(=[O:3])=[O:4]. The catalyst class is: 3. (5) Reactant: [CH2:1]([N:8]1[C:16]2[C:11](=[CH:12][CH:13]=[C:14]([OH:17])[CH:15]=2)[C:10]([C:18]([NH:20][CH2:21][C:22]2[CH:27]=[CH:26][C:25]([F:28])=[C:24]([F:29])[CH:23]=2)=[O:19])=[C:9]1[CH:30]([CH3:32])[CH3:31])[C:2]1[CH:7]=[CH:6][CH:5]=[CH:4][CH:3]=1.[C:33](Cl)(=[O:37])[CH:34]([CH3:36])[CH3:35]. Product: [C:33]([O:17][C:14]1[CH:15]=[C:16]2[C:11]([C:10]([C:18](=[O:19])[NH:20][CH2:21][C:22]3[CH:27]=[CH:26][C:25]([F:28])=[C:24]([F:29])[CH:23]=3)=[C:9]([CH:30]([CH3:32])[CH3:31])[N:8]2[CH2:1][C:2]2[CH:7]=[CH:6][CH:5]=[CH:4][CH:3]=2)=[CH:12][CH:13]=1)(=[O:37])[CH:34]([CH3:36])[CH3:35]. The catalyst class is: 17. (6) Reactant: [CH2:1]([O:8][C:9]([N:11]1[CH2:15][CH2:14][CH2:13][CH:12]1OC)=[O:10])[C:2]1[CH:7]=[CH:6][CH:5]=[CH:4][CH:3]=1.C[Si](OS(C(F)(F)F)(=O)=O)(C)C. Product: [CH2:1]([O:8][C:9]([N:11]1[CH:12]=[CH:13][CH2:14][CH2:15]1)=[O:10])[C:2]1[CH:3]=[CH:4][CH:5]=[CH:6][CH:7]=1. The catalyst class is: 4.